This data is from Forward reaction prediction with 1.9M reactions from USPTO patents (1976-2016). The task is: Predict the product of the given reaction. (1) The product is: [S:1]([OH:5])([OH:4])(=[O:3])=[O:2].[CH2:26]([N:13]([CH2:6][C:7]1[CH:8]=[CH:9][CH:10]=[CH:11][CH:12]=1)[C@H:14]([CH2:19][C:20]1[CH:21]=[CH:22][CH:23]=[CH:24][CH:25]=1)[C@H:15]([OH:18])[CH2:16][Cl:17])[C:27]1[CH:28]=[CH:29][CH:30]=[CH:31][CH:32]=1. Given the reactants [S:1](=[O:5])(=[O:4])([OH:3])[OH:2].[CH2:6]([N:13]([CH2:26][C:27]1[CH:32]=[CH:31][CH:30]=[CH:29][CH:28]=1)[C@H:14]([CH2:19][C:20]1[CH:25]=[CH:24][CH:23]=[CH:22][CH:21]=1)[C@H:15]([OH:18])[CH2:16][Cl:17])[C:7]1[CH:12]=[CH:11][CH:10]=[CH:9][CH:8]=1, predict the reaction product. (2) Given the reactants [F:1][C:2]1[CH:25]=[CH:24][CH:23]=[C:22]([C:26]([F:29])([F:28])[F:27])[C:3]=1[C:4]([NH:6][C:7]1[S:18][C:10]2[C:11]([CH3:17])([CH3:16])[O:12][C:13]([CH3:15])([CH3:14])[C:9]=2[C:8]=1[C:19](O)=[O:20])=[O:5].[CH2:30]([NH2:34])[CH:31]([CH3:33])[CH3:32], predict the reaction product. The product is: [F:1][C:2]1[CH:25]=[CH:24][CH:23]=[C:22]([C:26]([F:27])([F:28])[F:29])[C:3]=1[C:4]([NH:6][C:7]1[S:18][C:10]2[C:11]([CH3:16])([CH3:17])[O:12][C:13]([CH3:15])([CH3:14])[C:9]=2[C:8]=1[C:19]([NH:34][CH2:30][CH:31]([CH3:33])[CH3:32])=[O:20])=[O:5]. (3) Given the reactants [Cl:1][C:2]1[CH:3]=[CH:4][C:5]([O:10][CH2:11][C:12]2[CH:17]=[CH:16][CH:15]=[CH:14][CH:13]=2)=[C:6]([CH2:8]O)[CH:7]=1.P(Br)(Br)[Br:19].C(=O)([O-])O.[Na+], predict the reaction product. The product is: [C:12]1([CH2:11][O:10][C:5]2[CH:4]=[CH:3][C:2]([Cl:1])=[CH:7][C:6]=2[CH2:8][Br:19])[CH:17]=[CH:16][CH:15]=[CH:14][CH:13]=1. (4) Given the reactants [CH2:1]([C:3]1[C:13]([CH2:14][C:15]2[CH:20]=[CH:19][C:18]([N:21]3[CH:25]=[C:24]([CH2:26][OH:27])[C:23]([CH3:28])=[N:22]3)=[CH:17][CH:16]=2)=[C:6]2[N:7]=[C:8]([CH3:12])[CH:9]=[C:10]([CH3:11])[N:5]2[N:4]=1)[CH3:2], predict the reaction product. The product is: [CH2:1]([C:3]1[C:13]([CH2:14][C:15]2[CH:20]=[CH:19][C:18]([N:21]3[CH:25]=[C:24]([CH:26]=[O:27])[C:23]([CH3:28])=[N:22]3)=[CH:17][CH:16]=2)=[C:6]2[N:7]=[C:8]([CH3:12])[CH:9]=[C:10]([CH3:11])[N:5]2[N:4]=1)[CH3:2]. (5) Given the reactants [F:1][CH:2]([F:27])[C:3]1[N:8]=[C:7]([C:9]([F:12])([F:11])[F:10])[C:6]([C:13](=[O:18])[C:14]([O:16]C)=O)=[C:5]([CH2:19][CH:20]([CH3:22])[CH3:21])[C:4]=1[C:23]([O:25][CH3:26])=[O:24].[OH-].[NH4+:29].[Na+].[Cl-], predict the reaction product. The product is: [F:1][CH:2]([F:27])[C:3]1[N:8]=[C:7]([C:9]([F:10])([F:11])[F:12])[C:6]([C:13](=[O:18])[C:14]([NH2:29])=[O:16])=[C:5]([CH2:19][CH:20]([CH3:22])[CH3:21])[C:4]=1[C:23]([O:25][CH3:26])=[O:24]. (6) Given the reactants Br[C:2]1[CH:3]=[CH:4][CH:5]=[C:6]2[C:10]=1[NH:9][C:8]([C:11]([O:13][CH2:14][CH3:15])=[O:12])=[C:7]2[CH2:16][CH2:17][CH2:18][O:19][C:20]1[CH:25]=[C:24]([CH3:26])[C:23]([Cl:27])=[C:22]([CH3:28])[CH:21]=1.[CH3:29][N:30]1[C:34](B(O)O)=[CH:33][CH:32]=[N:31]1, predict the reaction product. The product is: [Cl:27][C:23]1[C:24]([CH3:26])=[CH:25][C:20]([O:19][CH2:18][CH2:17][CH2:16][C:7]2[C:6]3[C:10](=[C:2]([C:34]4[N:30]([CH3:29])[N:31]=[CH:32][CH:33]=4)[CH:3]=[CH:4][CH:5]=3)[NH:9][C:8]=2[C:11]([O:13][CH2:14][CH3:15])=[O:12])=[CH:21][C:22]=1[CH3:28]. (7) Given the reactants Cl.[CH3:2][N:3]1[CH2:8][CH2:7][NH:6][CH2:5][C:4]1=[O:9].[Cl:10][C:11]1[C:12]2[C:19]([I:20])=[CH:18][N:17]([CH:21]3[CH2:24][CH:23]([CH:25]=O)[CH2:22]3)[C:13]=2[N:14]=[CH:15][N:16]=1.CCN(C(C)C)C(C)C.[BH-](OC(C)=O)(OC(C)=O)OC(C)=O.[Na+].C([O-])(O)=O.[Na+], predict the reaction product. The product is: [Cl:10][C:11]1[C:12]2[C:19]([I:20])=[CH:18][N:17]([CH:21]3[CH2:24][CH:23]([CH2:25][N:6]4[CH2:7][CH2:8][N:3]([CH3:2])[C:4](=[O:9])[CH2:5]4)[CH2:22]3)[C:13]=2[N:14]=[CH:15][N:16]=1.